Task: Predict the reactants needed to synthesize the given product.. Dataset: Full USPTO retrosynthesis dataset with 1.9M reactions from patents (1976-2016) (1) The reactants are: Br[C:2]1[CH:7]=[CH:6][C:5]([NH:8][C:9](=[O:15])[O:10][C:11]([CH3:14])([CH3:13])[CH3:12])=[CH:4][C:3]=1[F:16].C[Mg+].[Br-].[Li]C(C)(C)C.[Cl:25][C:26]1[CH:27]=[C:28]([CH:31]=[CH:32][N:33]=1)[CH:29]=[O:30]. Given the product [Cl:25][C:26]1[CH:27]=[C:28]([CH:29]([OH:30])[C:2]2[CH:7]=[CH:6][C:5]([NH:8][C:9](=[O:15])[O:10][C:11]([CH3:14])([CH3:13])[CH3:12])=[CH:4][C:3]=2[F:16])[CH:31]=[CH:32][N:33]=1, predict the reactants needed to synthesize it. (2) Given the product [OH:28][CH2:27][C:25]1[C:24]([C:32]([F:34])([F:35])[F:33])=[N:23][N:22]([CH2:21][C:17]2[CH:16]=[C:15]3[C:20](=[CH:19][CH:18]=2)[CH:12]([NH:11][C:9](=[O:10])[O:8][CH2:1][C:2]2[CH:7]=[CH:6][CH:5]=[CH:4][CH:3]=2)[CH2:13][CH2:14]3)[CH:26]=1, predict the reactants needed to synthesize it. The reactants are: [CH2:1]([O:8][C:9]([NH:11][CH:12]1[C:20]2[C:15](=[CH:16][C:17]([CH2:21][N:22]3[CH:26]=[C:25]([C:27](OCC)=[O:28])[C:24]([C:32]([F:35])([F:34])[F:33])=[N:23]3)=[CH:18][CH:19]=2)[CH2:14][CH2:13]1)=[O:10])[C:2]1[CH:7]=[CH:6][CH:5]=[CH:4][CH:3]=1.[H-].[Al+3].[Li+].[H-].[H-].[H-]. (3) Given the product [CH3:11][O:10][CH2:9][CH2:8][C:6]1[CH:5]=[CH:4][C:3]([B:15]2[O:16][C:17]([CH3:19])([CH3:18])[C:13]([CH3:29])([CH3:12])[O:14]2)=[CH:2][CH:7]=1, predict the reactants needed to synthesize it. The reactants are: Br[C:2]1[CH:7]=[C:6]([CH2:8][CH2:9][O:10][CH3:11])[CH:5]=[CH:4][CH:3]=1.[CH3:12][C:13]1([CH3:29])[C:17]([CH3:19])([CH3:18])[O:16][B:15]([B:15]2[O:16][C:17]([CH3:19])([CH3:18])[C:13]([CH3:29])([CH3:12])[O:14]2)[O:14]1.C([O-])(=O)C.[K+].O. (4) Given the product [I:23][C:12]1[C:13]2[C:14](=[N:15][CH:16]=[C:17]([N+:19]([O-:21])=[O:20])[CH:18]=2)[N:10]([CH3:9])[N:11]=1, predict the reactants needed to synthesize it. The reactants are: C(ON=O)CC(C)C.[CH3:9][N:10]1[C:14]2=[N:15][CH:16]=[C:17]([N+:19]([O-:21])=[O:20])[CH:18]=[C:13]2[C:12](N)=[N:11]1.[IH:23].[OH-].[NH4+]. (5) Given the product [F:28][CH:26]([F:27])[O:25][C:21]1[C:22]([CH3:24])=[CH:23][C:18]([C:8]2([C:4]3[CH:5]=[CH:6][CH:7]=[C:2]([C:34]4[CH:35]=[N:30][CH:31]=[N:32][CH:33]=4)[CH:3]=3)[C:16]3[C:11](=[N:12][CH:13]=[CH:14][CH:15]=3)[C:10]([NH2:17])=[N:9]2)=[CH:19][C:20]=1[CH3:29], predict the reactants needed to synthesize it. The reactants are: Br[C:2]1[CH:3]=[C:4]([C:8]2([C:18]3[CH:23]=[C:22]([CH3:24])[C:21]([O:25][CH:26]([F:28])[F:27])=[C:20]([CH3:29])[CH:19]=3)[C:16]3[C:11](=[N:12][CH:13]=[CH:14][CH:15]=3)[C:10]([NH2:17])=[N:9]2)[CH:5]=[CH:6][CH:7]=1.[N:30]1[CH:35]=[C:34](B(O)O)[CH:33]=[N:32][CH:31]=1.C(=O)([O-])[O-].[K+].[K+].CN(C=O)C. (6) Given the product [CH3:25][N:26]([CH3:31])[CH2:27][CH2:28][CH2:29][O:20][C:19]([C:9]1[S:8][C:7]2[C:6]3[CH:22]=[CH:23][C:3]([O:2][CH3:1])=[CH:4][C:5]=3[O:14][C:13]3[CH:15]=[CH:16][CH:17]=[CH:18][C:12]=3[C:11]=2[CH:10]=1)=[O:21], predict the reactants needed to synthesize it. The reactants are: [CH3:1][O:2][C:3]1[CH:23]=[CH:22][C:6]2[C:7]3[S:8][C:9]([C:19]([OH:21])=[O:20])=[CH:10][C:11]=3[C:12]3[CH:18]=[CH:17][CH:16]=[CH:15][C:13]=3[O:14][C:5]=2[CH:4]=1.Cl.[CH3:25][N:26]([CH3:31])[CH2:27][CH2:28][CH2:29]Cl.